From a dataset of NCI-60 drug combinations with 297,098 pairs across 59 cell lines. Regression. Given two drug SMILES strings and cell line genomic features, predict the synergy score measuring deviation from expected non-interaction effect. (1) Drug 1: C1=CC(=C2C(=C1NCCNCCO)C(=O)C3=C(C=CC(=C3C2=O)O)O)NCCNCCO. Drug 2: CC12CCC3C(C1CCC2O)C(CC4=C3C=CC(=C4)O)CCCCCCCCCS(=O)CCCC(C(F)(F)F)(F)F. Cell line: K-562. Synergy scores: CSS=54.3, Synergy_ZIP=2.05, Synergy_Bliss=3.98, Synergy_Loewe=-16.9, Synergy_HSA=5.11. (2) Drug 1: C1CCC(CC1)NC(=O)N(CCCl)N=O. Drug 2: C1=CC=C(C=C1)NC(=O)CCCCCCC(=O)NO. Cell line: LOX IMVI. Synergy scores: CSS=48.0, Synergy_ZIP=-9.65, Synergy_Bliss=-8.04, Synergy_Loewe=-4.73, Synergy_HSA=-3.29. (3) Drug 1: CC1CCC2CC(C(=CC=CC=CC(CC(C(=O)C(C(C(=CC(C(=O)CC(OC(=O)C3CCCCN3C(=O)C(=O)C1(O2)O)C(C)CC4CCC(C(C4)OC)O)C)C)O)OC)C)C)C)OC. Drug 2: CC1=C(C(=O)C2=C(C1=O)N3CC4C(C3(C2COC(=O)N)OC)N4)N. Cell line: M14. Synergy scores: CSS=41.8, Synergy_ZIP=-3.19, Synergy_Bliss=-2.92, Synergy_Loewe=-3.47, Synergy_HSA=-1.24. (4) Drug 1: C1CC(=O)NC(=O)C1N2C(=O)C3=CC=CC=C3C2=O. Drug 2: CC12CCC3C(C1CCC2OP(=O)(O)O)CCC4=C3C=CC(=C4)OC(=O)N(CCCl)CCCl.[Na+]. Cell line: UACC-257. Synergy scores: CSS=0.319, Synergy_ZIP=0.565, Synergy_Bliss=0.0275, Synergy_Loewe=-3.18, Synergy_HSA=-4.17.